This data is from Full USPTO retrosynthesis dataset with 1.9M reactions from patents (1976-2016). The task is: Predict the reactants needed to synthesize the given product. (1) Given the product [Cl:1][C:2]1[C:3]([Cl:10])=[C:4]([F:9])[C:5]([CH3:8])=[CH:6][C:7]=1[C:15](=[O:17])[CH3:16], predict the reactants needed to synthesize it. The reactants are: [Cl:1][C:2]1[CH:7]=[CH:6][C:5]([CH3:8])=[C:4]([F:9])[C:3]=1[Cl:10].[Cl-].[Al+3].[Cl-].[Cl-].[C:15](Cl)(=[O:17])[CH3:16]. (2) Given the product [F:21][C:22]([F:39])([F:40])[C:23]1[CH:24]=[C:25]([CH:32]=[C:33]([C:35]([F:36])([F:38])[F:37])[CH:34]=1)[CH2:26][N:27]([CH2:28][CH2:29][CH2:30][OH:31])[C:8](=[O:10])[C:7]1[C:11]([I:15])=[CH:12][CH:13]=[N:14][C:6]=1[Cl:5], predict the reactants needed to synthesize it. The reactants are: S(Cl)(Cl)=O.[Cl:5][C:6]1[N:14]=[CH:13][CH:12]=[C:11]([I:15])[C:7]=1[C:8]([OH:10])=O.CN(C)C=O.[F:21][C:22]([F:40])([F:39])[C:23]1[CH:24]=[C:25]([CH:32]=[C:33]([C:35]([F:38])([F:37])[F:36])[CH:34]=1)[CH2:26][NH:27][CH2:28][CH2:29][CH2:30][OH:31]. (3) Given the product [OH:26][CH:27]([N:29]1[CH:33]=[C:32]([C:34]2[CH:39]=[CH:38][CH:37]=[CH:36][CH:35]=2)[C:31]([C:40]([N:42]2[CH2:47][CH2:46][N:45]([C:48]3[CH:49]=[C:50]([CH:54]=[CH:55][CH:56]=3)[C:51]([NH2:53])=[O:52])[CH2:44][CH2:43]2)=[O:41])=[CH:30]1)[CH3:28], predict the reactants needed to synthesize it. The reactants are: CCCC[N+](CCCC)(CCCC)CCCC.[F-].[Si]([O:26][CH:27]([N:29]1[CH:33]=[C:32]([C:34]2[CH:39]=[CH:38][CH:37]=[CH:36][CH:35]=2)[C:31]([C:40]([N:42]2[CH2:47][CH2:46][N:45]([C:48]3[CH:49]=[C:50]([CH:54]=[CH:55][CH:56]=3)[C:51]([NH2:53])=[O:52])[CH2:44][CH2:43]2)=[O:41])=[CH:30]1)[CH3:28])(C(C)(C)C)(C)C.C(OCC)(=O)C. (4) Given the product [F:1][C:2]([F:26])([F:27])[C:3]1[CH:4]=[C:5]([NH:9][C:10](=[O:25])[C:11](=[CH:34][C:33]2[CH:36]=[CH:37][C:30]([CH2:28][CH3:29])=[CH:31][CH:32]=2)[C:12]([NH:14][C:15]2[CH:20]=[CH:19][CH:18]=[C:17]([C:21]([F:24])([F:23])[F:22])[CH:16]=2)=[O:13])[CH:6]=[CH:7][CH:8]=1, predict the reactants needed to synthesize it. The reactants are: [F:1][C:2]([F:27])([F:26])[C:3]1[CH:4]=[C:5]([NH:9][C:10](=[O:25])[CH2:11][C:12]([NH:14][C:15]2[CH:20]=[CH:19][CH:18]=[C:17]([C:21]([F:24])([F:23])[F:22])[CH:16]=2)=[O:13])[CH:6]=[CH:7][CH:8]=1.[CH2:28]([C:30]1[CH:37]=[CH:36][C:33]([CH:34]=O)=[CH:32][CH:31]=1)[CH3:29]. (5) Given the product [CH2:24]([S:27]([O:23][C:20]1[CH:21]=[CH:22][C:17]([C:9]2([C:4]3[CH:5]=[CH:6][C:7]([F:8])=[C:2]([Br:1])[CH:3]=3)[C:10](=[O:16])[N:11]([CH3:15])[C:12](=[S:14])[NH:13]2)=[CH:18][CH:19]=1)(=[O:29])=[O:28])[CH2:25][CH3:26], predict the reactants needed to synthesize it. The reactants are: [Br:1][C:2]1[CH:3]=[C:4]([C:9]2([C:17]3[CH:22]=[CH:21][C:20]([OH:23])=[CH:19][CH:18]=3)[NH:13][C:12](=[S:14])[N:11]([CH3:15])[C:10]2=[O:16])[CH:5]=[CH:6][C:7]=1[F:8].[CH2:24]([S:27](Cl)(=[O:29])=[O:28])[CH2:25][CH3:26].